From a dataset of Forward reaction prediction with 1.9M reactions from USPTO patents (1976-2016). Predict the product of the given reaction. (1) The product is: [F:16][C:17]1[CH:18]=[C:19]([CH:27]=[CH:28][CH:29]=1)[C:20]([NH:22][N:23]([CH:24]([CH3:26])[CH3:25])[C:13](=[O:15])/[CH:12]=[CH:11]/[C:4]1[C:5]2[C:10](=[CH:9][CH:8]=[CH:7][CH:6]=2)[N:2]([CH3:1])[CH:3]=1)=[O:21]. Given the reactants [CH3:1][N:2]1[C:10]2[C:5](=[CH:6][CH:7]=[CH:8][CH:9]=2)[C:4](/[CH:11]=[CH:12]/[C:13]([OH:15])=O)=[CH:3]1.[F:16][C:17]1[CH:18]=[C:19]([CH:27]=[CH:28][CH:29]=1)[C:20]([NH:22][NH:23][CH:24]([CH3:26])[CH3:25])=[O:21].CN(C(ON1N=NC2C=CC=NC1=2)=[N+](C)C)C.F[P-](F)(F)(F)(F)F.C(N(CC)C(C)C)(C)C, predict the reaction product. (2) Given the reactants ClC(Cl)C.[Br:5][C:6]1[C:11]([CH3:12])=[CH:10][C:9]([N:13]([CH2:18][CH:19](OCC)OCC)[S:14]([CH3:17])(=[O:16])=[O:15])=[CH:8][C:7]=1[CH3:26].C(=O)(O)[O-].[Na+], predict the reaction product. The product is: [Br:5][C:6]1[C:11]([CH3:12])=[C:10]2[C:9](=[CH:8][C:7]=1[CH3:26])[N:13]([S:14]([CH3:17])(=[O:16])=[O:15])[CH:18]=[CH:19]2. (3) Given the reactants [CH3:1][C:2]1[C:3]([C:8]([OH:10])=O)=[N:4][CH:5]=[CH:6][CH:7]=1.C(Cl)(=O)C(Cl)=O.[NH2:17][C:18]1[CH:19]=[C:20]([CH:37]=[CH:38][CH:39]=1)[O:21][C:22]1[CH:23]=[CH:24][C:25]2[N:26]([CH:28]=[C:29]([NH:31][C:32]([CH:34]3[CH2:36][CH2:35]3)=[O:33])[N:30]=2)[CH:27]=1, predict the reaction product. The product is: [CH:34]1([C:32]([NH:31][C:29]2[N:30]=[C:25]3[CH:24]=[CH:23][C:22]([O:21][C:20]4[CH:19]=[C:18]([NH:17][C:8]([C:3]5[C:2]([CH3:1])=[CH:7][CH:6]=[CH:5][N:4]=5)=[O:10])[CH:39]=[CH:38][CH:37]=4)=[CH:27][N:26]3[CH:28]=2)=[O:33])[CH2:35][CH2:36]1. (4) Given the reactants [C:1]([C:5]1[CH:6]=[C:7]([CH:12]=[C:13]([CH2:15][OH:16])[CH:14]=1)[C:8]([O:10][CH3:11])=[O:9])([CH3:4])([CH3:3])[CH3:2].Br[CH2:18][CH2:19][O:20][CH3:21], predict the reaction product. The product is: [C:1]([C:5]1[CH:6]=[C:7]([CH:12]=[C:13]([CH2:15][O:16][CH2:18][CH2:19][O:20][CH3:21])[CH:14]=1)[C:8]([O:10][CH3:11])=[O:9])([CH3:4])([CH3:2])[CH3:3]. (5) Given the reactants [C:1]([S:4][CH2:5][C:6]1[CH:7]=[C:8]([CH:11]=[CH:12][C:13]=1Cl)[C:9]#[N:10])(=[O:3])[CH3:2].BrCC1C=C(C=CC=1[F:25])C#N.BrCC1C=C(C=CC=1Cl)C#N, predict the reaction product. The product is: [C:1]([S:4][CH2:5][C:6]1[CH:7]=[C:8]([CH:11]=[CH:12][C:13]=1[F:25])[C:9]#[N:10])(=[O:3])[CH3:2].